Dataset: NCI-60 drug combinations with 297,098 pairs across 59 cell lines. Task: Regression. Given two drug SMILES strings and cell line genomic features, predict the synergy score measuring deviation from expected non-interaction effect. Drug 1: CC1=C2C(C(=O)C3(C(CC4C(C3C(C(C2(C)C)(CC1OC(=O)C(C(C5=CC=CC=C5)NC(=O)OC(C)(C)C)O)O)OC(=O)C6=CC=CC=C6)(CO4)OC(=O)C)OC)C)OC. Drug 2: CN1CCC(CC1)COC2=C(C=C3C(=C2)N=CN=C3NC4=C(C=C(C=C4)Br)F)OC. Cell line: RPMI-8226. Synergy scores: CSS=56.0, Synergy_ZIP=0.770, Synergy_Bliss=-0.601, Synergy_Loewe=-24.6, Synergy_HSA=-1.84.